Dataset: Full USPTO retrosynthesis dataset with 1.9M reactions from patents (1976-2016). Task: Predict the reactants needed to synthesize the given product. Given the product [OH:9][CH:8]1[CH2:7][CH2:6][N:5]([CH2:10][C:11]2[CH:16]=[CH:15][CH:14]=[CH:13][CH:12]=2)[CH2:4][CH:3]1[CH2:2][NH:1][C:17](=[O:18])[O:19][C:20]([CH3:23])([CH3:22])[CH3:21], predict the reactants needed to synthesize it. The reactants are: [NH2:1][CH2:2][CH:3]1[CH:8]([OH:9])[CH2:7][CH2:6][N:5]([CH2:10][C:11]2[CH:16]=[CH:15][CH:14]=[CH:13][CH:12]=2)[CH2:4]1.[C:17](O[C:17]([O:19][C:20]([CH3:23])([CH3:22])[CH3:21])=[O:18])([O:19][C:20]([CH3:23])([CH3:22])[CH3:21])=[O:18].